The task is: Predict the reaction yield, written as a fraction of the theoretical maximum amount of product (1.0 means a 100% yield; for example, 0.34 means a 34% yield).. This data is from Reaction yield outcomes from USPTO patents with 853,638 reactions. (1) The reactants are [CH:1]1([CH2:4][NH:5][S:6]([C:9]2[CH:14]=[CH:13][C:12]([NH:15][C:16]3[CH:21]=[CH:20][C:19]([Cl:22])=[CH:18][C:17]=3[Cl:23])=[CH:11][C:10]=2[C:24]([F:27])([F:26])[F:25])(=[O:8])=[O:7])[CH2:3][CH2:2]1.CI.[CH2:30]([N+](CCCC)(CCCC)CCCC)CCC.[OH-].[Na+]. The catalyst is ClCCl.O. The product is [CH:1]1([CH2:4][N:5]([CH3:30])[S:6]([C:9]2[CH:14]=[CH:13][C:12]([NH:15][C:16]3[CH:21]=[CH:20][C:19]([Cl:22])=[CH:18][C:17]=3[Cl:23])=[CH:11][C:10]=2[C:24]([F:26])([F:27])[F:25])(=[O:7])=[O:8])[CH2:3][CH2:2]1. The yield is 0.970. (2) The yield is 0.570. The product is [CH2:4]([O:3][P:1]([O:19][C:20]1[CH:28]=[C:27]2[C:23]([C@H:24]([CH2:29][Cl:30])[CH2:25][N:26]2[C:36]([C:38]23[CH2:42][C:40]([C:43]([OH:45])=[O:44])([CH2:41]2)[CH2:39]3)=[O:37])=[C:22]2[C:31]([CH3:34])=[CH:32][S:33][C:21]=12)([O:11][CH2:12][C:13]1[CH:14]=[CH:15][CH:16]=[CH:17][CH:18]=1)=[O:2])[C:5]1[CH:10]=[CH:9][CH:8]=[CH:7][CH:6]=1. The reactants are [P:1]([O:19][C:20]1[CH:28]=[C:27]2[C:23]([C@H:24]([CH2:29][Cl:30])[CH2:25][NH:26]2)=[C:22]2[C:31]([CH3:34])=[CH:32][S:33][C:21]=12)([O:11][CH2:12][C:13]1[CH:18]=[CH:17][CH:16]=[CH:15][CH:14]=1)([O:3][CH2:4][C:5]1[CH:10]=[CH:9][CH:8]=[CH:7][CH:6]=1)=[O:2].Cl[C:36]([C:38]12[CH2:42][C:40]([C:43]([O:45]C)=[O:44])([CH2:41]1)[CH2:39]2)=[O:37].C(N(CC)CC)C.[OH-].[Li+]. The catalyst is CCCCCCC.C1COCC1.O.ClCCl.CC(C)=O. (3) The reactants are [OH:1][C:2]1([C:19]2[CH:20]=[CH:21][C:22]3[N:26]=[C:25]([CH2:27][C:28]([O:30][CH2:31][CH2:32][CH2:33]Cl)=[O:29])[NH:24][C:23]=3[CH:35]=2)[C:10]2[C:5](=[CH:6][CH:7]=[CH:8][CH:9]=2)[C:4](=[O:11])[N:3]1[CH2:12][C:13]1[CH:18]=[CH:17][CH:16]=[CH:15][CH:14]=1.[CH3:36][N:37]1[CH2:42][CH2:41][NH:40][CH2:39][CH2:38]1. The catalyst is C(#N)C. The product is [OH:1][C:2]1([C:19]2[CH:20]=[CH:21][C:22]3[N:26]=[C:25]([CH2:27][C:28]([O:30][CH2:31][CH2:32][CH2:33][N:40]4[CH2:41][CH2:42][N:37]([CH3:36])[CH2:38][CH2:39]4)=[O:29])[NH:24][C:23]=3[CH:35]=2)[C:10]2[C:5](=[CH:6][CH:7]=[CH:8][CH:9]=2)[C:4](=[O:11])[N:3]1[CH2:12][C:13]1[CH:18]=[CH:17][CH:16]=[CH:15][CH:14]=1. The yield is 0.430. (4) The reactants are Br[C:2]1[C:3]([F:19])=[CH:4][C:5]2[O:11][CH2:10][CH2:9][N:8]3[CH:12]=[C:13]([C:15]([NH2:17])=[O:16])[N:14]=[C:7]3[C:6]=2[CH:18]=1.[F:20][CH2:21][C:22]([CH3:26])([OH:25])[C:23]#[CH:24]. No catalyst specified. The product is [F:19][C:3]1[C:2]([C:24]#[C:23][C:22]([OH:25])([CH3:26])[CH2:21][F:20])=[CH:18][C:6]2[C:7]3[N:8]([CH:12]=[C:13]([C:15]([NH2:17])=[O:16])[N:14]=3)[CH2:9][CH2:10][O:11][C:5]=2[CH:4]=1. The yield is 0.330. (5) The reactants are CC1NC(C)=CC=1C1C=[CH:11][CH:10]=[C:9]([C:13]2[CH:18]=[CH:17][CH:16]=[C:15]([CH2:19][CH:20]3[CH2:24][CH2:23][CH2:22][CH:21]3[N:25]([CH3:27])[CH3:26])[CH:14]=2)[N:8]=1.[CH2:29](O)[CH3:30].Cl.[NH2:33]O.Cl. The catalyst is O. The product is [CH3:27][N:25]([CH3:26])[CH:21]1[CH2:22][CH2:23][CH2:24][CH:20]1[CH2:19][C:15]1[CH:14]=[C:13]([C:9]2[N:8]=[C:30]([NH2:33])[CH:29]=[CH:11][CH:10]=2)[CH:18]=[CH:17][CH:16]=1. The yield is 0.830. (6) The reactants are [OH-].[Li+].[CH3:3][N:4]1[C:8]([C:9]2[CH:14]=[CH:13][CH:12]=[CH:11][CH:10]=2)=[CH:7][CH:6]=[C:5]1[C:15]([O:17]C)=[O:16].CO.Cl. The catalyst is O.C1COCC1. The product is [CH3:3][N:4]1[C:8]([C:9]2[CH:14]=[CH:13][CH:12]=[CH:11][CH:10]=2)=[CH:7][CH:6]=[C:5]1[C:15]([OH:17])=[O:16]. The yield is 0.640. (7) The reactants are Cl[C:2]1[N:7]2[N:8]=[CH:9][CH:10]=[C:6]2[N:5]=[C:4]([CH3:11])[C:3]=1[CH:12]([CH2:18][CH2:19][CH3:20])[C:13]([O:15][CH2:16][CH3:17])=[O:14].[C:21]([NH:28][C@@H:29]1[CH2:34][CH2:33][CH2:32][NH:31][CH2:30]1)([O:23][C:24]([CH3:27])([CH3:26])[CH3:25])=[O:22].C(N(C(C)C)CC)(C)C. The catalyst is C1(C)C=CC=CC=1. The product is [C:24]([O:23][C:21]([NH:28][C@@H:29]1[CH2:34][CH2:33][CH2:32][N:31]([C:2]2[N:7]3[N:8]=[CH:9][CH:10]=[C:6]3[N:5]=[C:4]([CH3:11])[C:3]=2[CH:12]([CH2:18][CH2:19][CH3:20])[C:13]([O:15][CH2:16][CH3:17])=[O:14])[CH2:30]1)=[O:22])([CH3:27])([CH3:25])[CH3:26]. The yield is 0.930. (8) The reactants are Cl[C:2]1[CH:3]=[C:4]([C:9]2[N:13]3[CH:14]=[CH:15][C:16]([C:19]([OH:22])([CH3:21])[CH3:20])=[C:17]([F:18])[C:12]3=[N:11][CH:10]=2)[CH:5]=[CH:6][C:7]=1[F:8].[CH:23]([C:25]1[CH:30]=[CH:29][C:28](B(O)O)=[CH:27][CH:26]=1)=[CH2:24]. No catalyst specified. The yield is 0.0300. The product is [F:18][C:17]1[C:12]2[N:13]([C:9]([C:4]3[CH:5]=[CH:6][C:7]([F:8])=[C:2]([C:28]4[CH:29]=[CH:30][C:25]([CH:23]=[CH2:24])=[CH:26][CH:27]=4)[CH:3]=3)=[CH:10][N:11]=2)[CH:14]=[CH:15][C:16]=1[C:19]([OH:22])([CH3:21])[CH3:20]. (9) The product is [CH3:3][O:4][C:5]1[CH:12]=[CH:11][C:8]([CH2:9][OH:10])=[CH:7][C:6]=1[O:13][C:14]([F:15])([F:16])[F:17]. The yield is 0.620. The reactants are [BH4-].[Na+].[CH3:3][O:4][C:5]1[CH:12]=[CH:11][C:8]([CH:9]=[O:10])=[CH:7][C:6]=1[O:13][C:14]([F:17])([F:16])[F:15]. The catalyst is CO.